This data is from Forward reaction prediction with 1.9M reactions from USPTO patents (1976-2016). The task is: Predict the product of the given reaction. (1) Given the reactants [Cl:1][C:2]1[CH:3]=[C:4]([CH:13]([NH:16][C:17]([CH3:20])([CH3:19])[CH3:18])[CH2:14][OH:15])[CH:5]=[C:6]([C:9]([F:12])([F:11])[F:10])[C:7]=1[NH2:8].[BrH:21], predict the reaction product. The product is: [BrH:21].[NH2:8][C:7]1[C:6]([C:9]([F:11])([F:12])[F:10])=[CH:5][C:4]([CH:13]([NH:16][C:17]([CH3:19])([CH3:18])[CH3:20])[CH2:14][OH:15])=[CH:3][C:2]=1[Cl:1]. (2) The product is: [F:34][C:31]1[CH:30]=[CH:29][C:28]([C:6]2[N:10]3[CH:11]=[CH:12][C:13]([C:15]([F:16])([F:17])[F:18])=[N:14][C:9]3=[N:8][CH:7]=2)=[CH:33][N:32]=1. Given the reactants C([Sn](CCCC)(CCCC)[C:6]1[N:10]2[CH:11]=[CH:12][C:13]([C:15]([F:18])([F:17])[F:16])=[N:14][C:9]2=[N:8][CH:7]=1)CCC.Br[C:28]1[CH:29]=[CH:30][C:31]([F:34])=[N:32][CH:33]=1, predict the reaction product. (3) Given the reactants [C:1]([O:5][C:6]([N:8]1[CH2:13][CH2:12][NH:11][C:10](=O)[CH2:9]1)=[O:7])([CH3:4])([CH3:3])[CH3:2].[Li+].C[Si]([N-][Si](C)(C)C)(C)C.CCCCCC.Br[CH2:32][C:33]1[C:34]([C:61]2[CH:66]=[CH:65][CH:64]=[CH:63][CH:62]=2)=[N:35][C:36]2[C:41]([C:42]=1[C:43]([N:45](C(OC)=O)[N:46]([C:51]1[CH:56]=[CH:55][CH:54]=[CH:53][CH:52]=1)[C:47]([O:49][CH3:50])=[O:48])=[O:44])=[CH:40][CH:39]=[CH:38][CH:37]=2.C1C[O:70]CC1, predict the reaction product. The product is: [C:1]([O:5][C:6]([N:8]1[CH2:13][CH2:12][N:11]([CH2:32][C:33]2[C:34]([C:61]3[CH:66]=[CH:65][CH:64]=[CH:63][CH:62]=3)=[N:35][C:36]3[C:41]([C:42]=2[C:43]([NH:45][N:46]([C:47]([O:49][CH3:50])=[O:48])[C:51]2[CH:56]=[CH:55][CH:54]=[CH:53][CH:52]=2)=[O:44])=[CH:40][CH:39]=[CH:38][CH:37]=3)[CH2:10][C:9]1=[O:70])=[O:7])([CH3:4])([CH3:3])[CH3:2]. (4) Given the reactants [Cl-].C([Al+]CC)C.[Br:7][C:8]1[N:9]=[C:10]2[CH:16]=[CH:15][NH:14][C:11]2=[N:12][CH:13]=1.[C:17]([CH2:19][CH2:20][CH2:21][C:22]([CH3:27])([CH3:26])[C:23](Cl)=[O:24])#[N:18].C([O-])(O)=O.[Na+], predict the reaction product. The product is: [Br:7][C:8]1[N:9]=[C:10]2[C:16]([C:23](=[O:24])[C:22]([CH3:27])([CH3:26])[CH2:21][CH2:20][CH2:19][C:17]#[N:18])=[CH:15][NH:14][C:11]2=[N:12][CH:13]=1. (5) Given the reactants C1(N2CCN(CC3CCC4C(=CC=CC=4)N3)CC2)C2C(=CC=CC=2)C=CN=1.[C:28]([O:32][C:33]([O:35][C:36]1[CH:37]=[C:38]2[C:43](=[CH:44][CH:45]=1)[N:42]=[C:41]([CH2:46][N:47]1[CH2:52][CH2:51][N:50]([C:53]3[CH:61]=[CH:60][CH:59]=[C:58]4[C:54]=3[CH:55]=[CH:56][NH:57]4)[CH2:49][CH2:48]1)[CH:40]=[CH:39]2)=[O:34])([CH3:31])([CH3:30])[CH3:29], predict the reaction product. The product is: [C:28]([O:32][C:33]([O:35][C:36]1[CH:37]=[C:38]2[C:43](=[CH:44][CH:45]=1)[NH:42][CH:41]([CH2:46][N:47]1[CH2:52][CH2:51][N:50]([C:53]3[CH:61]=[CH:60][CH:59]=[C:58]4[C:54]=3[CH:55]=[CH:56][NH:57]4)[CH2:49][CH2:48]1)[CH2:40][CH2:39]2)=[O:34])([CH3:31])([CH3:29])[CH3:30]. (6) Given the reactants [Cl:1][C:2]1[C:7]([Cl:8])=[C:6]([C:9]([OH:18])([C:14]([F:17])([F:16])[F:15])[C:10]([F:13])([F:12])[F:11])[CH:5]=[CH:4][C:3]=1[C:19]1[S:23][C:22]([C:24]([N:26]2[CH2:31][CH2:30][S:29][CH2:28][CH2:27]2)=[O:25])=[N:21][C:20]=1[C:32]([O:34]C(C)(C)C)=[O:33], predict the reaction product. The product is: [Cl:1][C:2]1[C:7]([Cl:8])=[C:6]([C:9]([OH:18])([C:10]([F:11])([F:13])[F:12])[C:14]([F:15])([F:17])[F:16])[CH:5]=[CH:4][C:3]=1[C:19]1[S:23][C:22]([C:24]([N:26]2[CH2:27][CH2:28][S:29][CH2:30][CH2:31]2)=[O:25])=[N:21][C:20]=1[C:32]([OH:34])=[O:33]. (7) The product is: [CH2:6]([O:5][P:1]([OH:4])([OH:3])=[O:2])[C@H:7]1[O:20][C@@H:11]([OH:12])[C@H:10]([OH:17])[C@@H:9]([OH:18])[C@@H:8]1[OH:19]. Given the reactants [P:1]([O:5][CH2:6][C@@H:7]([OH:20])[C@@H:8]([OH:19])[C@H:9]([OH:18])[C@@H:10]([OH:17])[C:11](C(=O)CBr)=[O:12])([OH:4])([OH:3])=[O:2].P([O-])([O-])([O-])=O.C(S)[C@@H](O)[C@@H](O)CS, predict the reaction product.